From a dataset of Catalyst prediction with 721,799 reactions and 888 catalyst types from USPTO. Predict which catalyst facilitates the given reaction. (1) Reactant: [CH2:1]([N:3]([CH2:17][CH3:18])[C:4]([C:6]1[C:11](Cl)=[N:10][N:9]2[C:13]([NH2:16])=[N:14][N:15]=[C:8]2[CH:7]=1)=[O:5])[CH3:2].[O-:19][CH2:20][CH3:21].[Na+]. Product: [CH2:1]([N:3]([CH2:17][CH3:18])[C:4]([C:6]1[C:11]([O:19][CH2:20][CH3:21])=[N:10][N:9]2[C:13]([NH2:16])=[N:14][N:15]=[C:8]2[CH:7]=1)=[O:5])[CH3:2]. The catalyst class is: 8. (2) Reactant: [C:1]([C:5]1[CH:6]=[C:7]([C:15]2[N:20]=[C:19]([N:21]3[CH2:26][CH2:25][N:24](C(OC(C)(C)C)=O)[CH2:23][CH2:22]3)[CH:18]=[CH:17][CH:16]=2)[CH:8]=[C:9]([C:11]([CH3:14])([CH3:13])[CH3:12])[CH:10]=1)([CH3:4])([CH3:3])[CH3:2].FC(F)(F)C(O)=O. Product: [C:11]([C:9]1[CH:8]=[C:7]([C:15]2[N:20]=[C:19]([N:21]3[CH2:22][CH2:23][NH:24][CH2:25][CH2:26]3)[CH:18]=[CH:17][CH:16]=2)[CH:6]=[C:5]([C:1]([CH3:4])([CH3:3])[CH3:2])[CH:10]=1)([CH3:12])([CH3:13])[CH3:14]. The catalyst class is: 4. (3) Reactant: Cl[C:2]([O:4][C:5]1[CH:10]=[CH:9][CH:8]=[CH:7][CH:6]=1)=[O:3].[Cl:11][C:12]1[C:13]([F:38])=[C:14]([NH:18][C:19]2[C:28]3[C:23](=[CH:24][C:25]([O:36][CH3:37])=[C:26]([O:29][CH:30]4[CH2:35][CH2:34][NH:33][CH2:32][CH2:31]4)[CH:27]=3)[N:22]=[CH:21][N:20]=2)[CH:15]=[CH:16][CH:17]=1.C(N(C(C)C)CC)(C)C. Product: [Cl:11][C:12]1[C:13]([F:38])=[C:14]([NH:18][C:19]2[C:28]3[C:23](=[CH:24][C:25]([O:36][CH3:37])=[C:26]([O:29][CH:30]4[CH2:31][CH2:32][N:33]([C:2]([O:4][C:5]5[CH:10]=[CH:9][CH:8]=[CH:7][CH:6]=5)=[O:3])[CH2:34][CH2:35]4)[CH:27]=3)[N:22]=[CH:21][N:20]=2)[CH:15]=[CH:16][CH:17]=1. The catalyst class is: 4. (4) Reactant: [Br:1][C:2]1[CH:3]=[C:4]2[C:9](=[CH:10][CH:11]=1)[N:8]=[CH:7][C:6]([O:12][CH:13]([CH2:17][CH3:18])[C:14]([OH:16])=O)=[CH:5]2.[I-].ClC1C=CC=C[N+]=1C.C(N(CC)C(C)C)(C)C.[C:37]([NH2:41])([CH3:40])([CH3:39])[CH3:38]. Product: [Br:1][C:2]1[CH:3]=[C:4]2[C:9](=[CH:10][CH:11]=1)[N:8]=[CH:7][C:6]([O:12][CH:13]([CH2:17][CH3:18])[C:14]([NH:41][C:37]([CH3:40])([CH3:39])[CH3:38])=[O:16])=[CH:5]2. The catalyst class is: 4. (5) Reactant: Cl[C:2]1[N:7]=[CH:6][N:5]=[C:4]([O:8][C@H:9]2[CH2:14][CH2:13][N:12]([C:15]([O:17][C:18]([CH3:21])([CH3:20])[CH3:19])=[O:16])[CH2:11][C@H:10]2[F:22])[C:3]=1[CH3:23].[NH:24]1[C:31]2[N:27]([N:28]=[CH:29][CH:30]=2)[CH2:26][CH2:25]1.C(=O)([O-])[O-].[Cs+].[Cs+]. Product: [N:24]1([C:2]2[N:7]=[CH:6][N:5]=[C:4]([O:8][C@H:9]3[CH2:14][CH2:13][N:12]([C:15]([O:17][C:18]([CH3:21])([CH3:20])[CH3:19])=[O:16])[CH2:11][C@H:10]3[F:22])[C:3]=2[CH3:23])[C:31]2[N:27]([N:28]=[CH:29][CH:30]=2)[CH2:26][CH2:25]1. The catalyst class is: 60. (6) Reactant: [NH2:1][CH:2]([CH:6]1[CH2:10][CH2:9][NH:8][CH2:7]1)[CH2:3][C:4]#[N:5].[CH:11]1([N:14]2[C:23]3[C:18](=[CH:19][C:20]([F:26])=[C:21](F)[C:22]=3[CH3:24])[C:17](=O)[NH:16][C:15]2=[O:28])[CH2:13][CH2:12]1.CN(C)C(N(C)C)=N.Cl.CS(C)=[O:40]. Product: [NH2:1][CH:2]([CH:6]1[CH2:10][CH2:9][N:8]([C:21]2[C:22]([CH3:24])=[C:17]3[C:18]([C:23](=[O:40])[N:14]([CH:11]4[CH2:12][CH2:13]4)[C:15](=[O:28])[NH:16]3)=[CH:19][C:20]=2[F:26])[CH2:7]1)[CH2:3][C:4]#[N:5]. The catalyst class is: 46. (7) Reactant: [H-].[Na+].[Cl:3][C:4]1[CH:12]=[CH:11][C:10]([Cl:13])=[C:9]2[C:5]=1[C:6](=[O:15])[C:7](=[O:14])[NH:8]2.Br[CH2:17][CH2:18][CH2:19][CH2:20][CH3:21].C(OCC)C. Product: [Cl:3][C:4]1[CH:12]=[CH:11][C:10]([Cl:13])=[C:9]2[C:5]=1[C:6](=[O:15])[C:7](=[O:14])[N:8]2[CH2:17][CH2:18][CH2:19][CH2:20][CH3:21]. The catalyst class is: 9. (8) Reactant: [Cl:1][C:2]1[N:7]=[C:6]([CH3:8])[C:5]([C:9]([N:11]2[CH2:16][CH2:15][N:14]([S:17]([C:20]3[CH:25]=[CH:24][C:23]([C:26]([F:29])([F:28])[F:27])=[CH:22][CH:21]=3)(=[O:19])=[O:18])[CH2:13][C@@H:12]2[CH3:30])=[O:10])=[CH:4][CH:3]=1.[CH2:31]([NH2:33])[CH3:32].CO. Product: [ClH:1].[CH2:31]([NH:33][C:2]1[CH:3]=[CH:4][C:5]([C:9]([N:11]2[CH2:16][CH2:15][N:14]([S:17]([C:20]3[CH:25]=[CH:24][C:23]([C:26]([F:29])([F:28])[F:27])=[CH:22][CH:21]=3)(=[O:19])=[O:18])[CH2:13][C@@H:12]2[CH3:30])=[O:10])=[C:6]([CH3:8])[N:7]=1)[CH3:32]. The catalyst class is: 32.